From a dataset of Forward reaction prediction with 1.9M reactions from USPTO patents (1976-2016). Predict the product of the given reaction. (1) Given the reactants [C:1]([O:5][C:6]([N:8]([C@H:16]1[CH2:24][CH2:23][CH2:22][C@H:21]([O:25][CH2:26][C:27]([CH3:29])=[CH2:28])[C@@H:20]([OH:30])[C@H:19]([CH3:31])[O:18][C:17]1=[O:32])[C:9](=[O:15])[O:10][C:11]([CH3:14])([CH3:13])[CH3:12])=[O:7])([CH3:4])([CH3:3])[CH3:2].[CH3:33]N(C1C2C(N(C)C)=CC=CC=2C=CC=1)C.F[B-](F)(F)F.C[O+](C)C.C([O-])(O)=O.[Na+], predict the reaction product. The product is: [C:11]([O:10][C:9]([N:8]([C@H:16]1[CH2:24][CH2:23][CH2:22][C@H:21]([O:25][CH2:26][C:27]([CH3:29])=[CH2:28])[C@@H:20]([O:30][CH3:33])[C@H:19]([CH3:31])[O:18][C:17]1=[O:32])[C:6](=[O:7])[O:5][C:1]([CH3:2])([CH3:4])[CH3:3])=[O:15])([CH3:14])([CH3:13])[CH3:12]. (2) The product is: [F:37][CH:7]([F:6])[C:8]1[N:12]([C:13]2[N:18]=[C:17]([N:19]3[CH2:20][CH2:21][N:22]([S:2]([CH3:1])(=[O:4])=[O:3])[CH2:23][CH2:24]3)[N:16]=[C:15]([CH:25]3[CH2:26][CH2:27][O:28][CH2:29][CH2:30]3)[N:14]=2)[C:11]2[CH:31]=[CH:32][CH:33]=[C:34]([O:35][CH3:36])[C:10]=2[N:9]=1. Given the reactants [CH3:1][S:2](Cl)(=[O:4])=[O:3].[F:6][CH:7]([F:37])[C:8]1[N:12]([C:13]2[N:18]=[C:17]([N:19]3[CH2:24][CH2:23][NH:22][CH2:21][CH2:20]3)[N:16]=[C:15]([CH:25]3[CH2:30][CH2:29][O:28][CH2:27][CH2:26]3)[N:14]=2)[C:11]2[CH:31]=[CH:32][CH:33]=[C:34]([O:35][CH3:36])[C:10]=2[N:9]=1.C([O-])([O-])=O.[K+].[K+].O, predict the reaction product. (3) Given the reactants [Cl:1][C:2]1[C:3]([OH:12])=[C:4]([C:9](=O)[CH3:10])[CH:5]=[C:6]([Cl:8])[CH:7]=1.[CH3:13][C:14]1[CH:15]=[C:16]([CH:21]=[CH:22][CH:23]=1)[C:17]([NH:19][NH2:20])=[O:18].C(O)(=O)C, predict the reaction product. The product is: [Cl:1][C:2]1[C:3]([OH:12])=[C:4]([C:9](=[N:20][NH:19][C:17](=[O:18])[C:16]2[CH:21]=[CH:22][CH:23]=[C:14]([CH3:13])[CH:15]=2)[CH3:10])[CH:5]=[C:6]([Cl:8])[CH:7]=1.